This data is from Forward reaction prediction with 1.9M reactions from USPTO patents (1976-2016). The task is: Predict the product of the given reaction. (1) Given the reactants C1(O)C=CC=CC=1.[Br:8][C:9]1[CH:14]=[CH:13][C:12]([OH:15])=[C:11]([CH:16]([C:20]2[CH:25]=[CH:24][CH:23]=[CH:22][CH:21]=2)[CH2:17][CH2:18][OH:19])[CH:10]=1.[CH2:26](Br)[C:27]1[CH:32]=[CH:31][CH:30]=[CH:29][CH:28]=1.C(Cl)C1C=CC=CC=1, predict the reaction product. The product is: [CH2:26]([O:15][C:12]1[CH:13]=[CH:14][C:9]([Br:8])=[CH:10][C:11]=1[CH:16]([C:20]1[CH:21]=[CH:22][CH:23]=[CH:24][CH:25]=1)[CH2:17][CH2:18][OH:19])[C:27]1[CH:32]=[CH:31][CH:30]=[CH:29][CH:28]=1. (2) Given the reactants [CH3:1][C:2]1[C:7]([C:8]2[N:9]([C:17]3[CH:22]=[CH:21][C:20]([S:23]([NH2:26])(=[O:25])=[O:24])=[CH:19][CH:18]=3)[CH:10]=[C:11]([C:13]([F:16])([F:15])[F:14])[N:12]=2)=[CH:6][CH:5]=[CH:4][N:3]=1.[C:27](OC(=O)C)(=[O:29])[CH3:28].C(N(CC)CC)C, predict the reaction product. The product is: [CH3:1][C:2]1[C:7]([C:8]2[N:9]([C:17]3[CH:22]=[CH:21][C:20]([S:23]([NH:26][C:27](=[O:29])[CH3:28])(=[O:25])=[O:24])=[CH:19][CH:18]=3)[CH:10]=[C:11]([C:13]([F:14])([F:15])[F:16])[N:12]=2)=[CH:6][CH:5]=[CH:4][N:3]=1.